Predict the reactants needed to synthesize the given product. From a dataset of Full USPTO retrosynthesis dataset with 1.9M reactions from patents (1976-2016). Given the product [F:1][C:2]1[CH:3]=[C:4]2[C:9](=[CH:10][C:11]=1[F:12])[N:8]=[C:7]([CH2:13][O:14][C:15]1[CH:16]=[CH:17][C:18]3[O:28][CH2:27][C:22]4=[N:23][CH:24]=[CH:25][CH:26]=[C:21]4[CH:20]([OH:29])[C:19]=3[CH:30]=1)[CH:6]=[CH:5]2, predict the reactants needed to synthesize it. The reactants are: [F:1][C:2]1[CH:3]=[C:4]2[C:9](=[CH:10][C:11]=1[F:12])[N:8]=[C:7]([CH2:13][O:14][C:15]1[CH:16]=[CH:17][C:18]3[O:28][CH2:27][C:22]4=[N:23][CH:24]=[CH:25][CH:26]=[C:21]4[C:20](=[O:29])[C:19]=3[CH:30]=1)[CH:6]=[CH:5]2.[BH4-].[Na+].